This data is from Full USPTO retrosynthesis dataset with 1.9M reactions from patents (1976-2016). The task is: Predict the reactants needed to synthesize the given product. (1) Given the product [ClH:62].[ClH:62].[CH3:21][C:19]1[N:18]([C:22]2[CH:23]=[CH:24][CH:25]=[CH:26][CH:27]=2)[C:17]([C:28]2[CH:33]=[CH:32][CH:31]=[CH:30][CH:29]=2)=[C:16]([C:14]([N:11]2[CH2:12][CH2:13][NH:8][CH2:9][C@@H:10]2[CH2:34][NH:36][C:37]2[CH:42]=[CH:41][CH:40]=[CH:39][CH:38]=2)=[O:15])[CH:20]=1, predict the reactants needed to synthesize it. The reactants are: C([N:8]1[CH2:13][CH2:12][N:11]([C:14]([C:16]2[CH:20]=[C:19]([CH3:21])[N:18]([C:22]3[CH:27]=[CH:26][CH:25]=[CH:24][CH:23]=3)[C:17]=2[C:28]2[CH:33]=[CH:32][CH:31]=[CH:30][CH:29]=2)=[O:15])[C@@H:10]([CH:34]=O)[CH2:9]1)C1C=CC=CC=1.[NH2:36][C:37]1[CH:42]=[CH:41][CH:40]=[CH:39][CH:38]=1.C(O[BH-](OC(=O)C)OC(=O)C)(=O)C.[Na+].C(=O)(O)[O-].[Na+].[Cl:62]CCl. (2) Given the product [CH:19]1([CH2:24][C:25]([NH:1][N:2]2[N:11]=[C:10]([N:12]3[CH2:17][CH2:16][O:15][CH2:14][CH2:13]3)[C:9]3[C:4](=[CH:5][CH:6]=[CH:7][CH:8]=3)[C:3]2=[O:18])=[O:26])[CH2:23][CH2:22][CH2:21][CH2:20]1, predict the reactants needed to synthesize it. The reactants are: [NH2:1][N:2]1[N:11]=[C:10]([N:12]2[CH2:17][CH2:16][O:15][CH2:14][CH2:13]2)[C:9]2[C:4](=[CH:5][CH:6]=[CH:7][CH:8]=2)[C:3]1=[O:18].[CH:19]1([CH2:24][C:25](O)=[O:26])[CH2:23][CH2:22][CH2:21][CH2:20]1. (3) Given the product [CH2:1]([O:3][C:4]1[CH:5]=[CH:6][C:7]2[N:8]([N:10]=[C:11]([C:14]3[CH:31]=[CH:30][C:17]([O:18][CH2:19][C@@H:20]([NH:22][C:23](=[O:24])[CH3:34])[CH3:21])=[CH:16][C:15]=3[F:32])[C:12]=2[F:13])[CH:9]=1)[CH3:2], predict the reactants needed to synthesize it. The reactants are: [CH2:1]([O:3][C:4]1[CH:5]=[CH:6][C:7]2[N:8]([N:10]=[C:11]([C:14]3[CH:31]=[CH:30][C:17]([O:18][CH2:19][C@@H:20]([NH:22][C:23](=O)[O:24]C(C)(C)C)[CH3:21])=[CH:16][C:15]=3[F:32])[C:12]=2[F:13])[CH:9]=1)[CH3:2].Cl.[C:34](OCC)(=O)C. (4) Given the product [Cl:1][C:2]1[CH:11]=[CH:10][C:5]([CH2:6][CH:7]([OH:8])[CH2:9][NH:18][C:17]2[CH:19]=[C:13]([CH3:12])[CH:14]=[CH:15][C:16]=2[N+:20]([O-:22])=[O:21])=[CH:4][CH:3]=1, predict the reactants needed to synthesize it. The reactants are: [Cl:1][C:2]1[CH:11]=[CH:10][C:5]([CH2:6][CH:7]2[CH2:9][O:8]2)=[CH:4][CH:3]=1.[CH3:12][C:13]1[CH:14]=[CH:15][C:16]([N+:20]([O-:22])=[O:21])=[C:17]([CH:19]=1)[NH2:18].[O-]S(C(F)(F)F)(=O)=O.[Yb+3].[O-]S(C(F)(F)F)(=O)=O.[O-]S(C(F)(F)F)(=O)=O.